This data is from Full USPTO retrosynthesis dataset with 1.9M reactions from patents (1976-2016). The task is: Predict the reactants needed to synthesize the given product. (1) Given the product [OH:19][C:20]1[CH:25]=[C:24]([C:2]2[CH:3]=[C:4]3[C:10]([C:11]([C:13]4[CH:18]=[CH:17][CH:16]=[CH:15][CH:14]=4)=[O:12])=[CH:9][NH:8][C:5]3=[N:6][CH:7]=2)[CH:23]=[CH:22][CH:21]=1, predict the reactants needed to synthesize it. The reactants are: Br[C:2]1[CH:3]=[C:4]2[C:10]([C:11]([C:13]3[CH:18]=[CH:17][CH:16]=[CH:15][CH:14]=3)=[O:12])=[CH:9][NH:8][C:5]2=[N:6][CH:7]=1.[OH:19][C:20]1[CH:21]=[C:22](B(O)O)[CH:23]=[CH:24][CH:25]=1.C(#N)C.C(=O)([O-])[O-].[Na+].[Na+]. (2) Given the product [BrH:1].[O:10]1[C:9]2[CH:8]=[CH:7][CH:6]=[C:5]([O:4][CH2:3][CH2:2][N:17]3[C:16]([CH3:15])=[C:20]([CH3:21])[S:19][C:18]3=[NH:22])[C:14]=2[O:13][CH2:12][CH2:11]1, predict the reactants needed to synthesize it. The reactants are: [Br:1][CH2:2][CH2:3][O:4][C:5]1[C:14]2[O:13][CH2:12][CH2:11][O:10][C:9]=2[CH:8]=[CH:7][CH:6]=1.[CH3:15][C:16]1[N:17]=[C:18]([NH2:22])[S:19][C:20]=1[CH3:21]. (3) Given the product [C@H:1]([O:5][C:6]1[CH:14]=[CH:13][C:12]([S:15]([CH3:18])(=[O:17])=[O:16])=[CH:11][C:7]=1[C:8]([N:30]1[CH2:31][CH2:32][N:27]([C:25]2[S:26][C:22]([C:21]([F:34])([F:20])[F:33])=[CH:23][N:24]=2)[CH2:28][CH2:29]1)=[O:10])([CH2:3][CH3:4])[CH3:2], predict the reactants needed to synthesize it. The reactants are: [C@H:1]([O:5][C:6]1[CH:14]=[CH:13][C:12]([S:15]([CH3:18])(=[O:17])=[O:16])=[CH:11][C:7]=1[C:8]([OH:10])=O)([CH2:3][CH3:4])[CH3:2].Cl.[F:20][C:21]([F:34])([F:33])[C:22]1[S:26][C:25]([N:27]2[CH2:32][CH2:31][NH:30][CH2:29][CH2:28]2)=[N:24][CH:23]=1. (4) Given the product [CH3:1][O:2][C:3](=[O:15])[C:4]1[C:5](=[C:10]([NH:16][C:17]2[CH:26]=[CH:25][C:24]3[C:19](=[CH:20][CH:21]=[CH:22][CH:23]=3)[CH:18]=2)[CH:11]=[CH:12][CH:13]=1)[C:6]([O:8][CH3:9])=[O:7], predict the reactants needed to synthesize it. The reactants are: [CH3:1][O:2][C:3](=[O:15])[C:4]1[C:5](=[C:10](I)[CH:11]=[CH:12][CH:13]=1)[C:6]([O:8][CH3:9])=[O:7].[NH2:16][C:17]1[CH:26]=[CH:25][C:24]2[C:19](=[CH:20][CH:21]=[CH:22][CH:23]=2)[CH:18]=1.C1C=CC(P(C2C(C3C(P(C4C=CC=CC=4)C4C=CC=CC=4)=CC=C4C=3C=CC=C4)=C3C(C=CC=C3)=CC=2)C2C=CC=CC=2)=CC=1.C(=O)([O-])[O-].[Cs+].[Cs+]. (5) Given the product [CH3:8][C:5]1[CH:6]=[CH:7][C:2]([C:19]([OH:20])([CH3:21])[CH3:18])=[CH:3][C:4]=1[C:9]([F:12])([F:11])[F:10], predict the reactants needed to synthesize it. The reactants are: Br[C:2]1[CH:7]=[CH:6][C:5]([CH3:8])=[C:4]([C:9]([F:12])([F:11])[F:10])[CH:3]=1.[Li]CCCC.[CH3:18][C:19]([CH3:21])=[O:20]. (6) Given the product [CH3:20][CH2:19][CH2:18][CH2:17][CH2:16][CH2:15][CH2:14][CH2:13][CH2:12][CH2:11][CH2:10][CH2:9][CH2:8][CH2:7][CH2:6][CH2:5][CH2:4][CH2:3][CH:24]([OH:23])[CH2:25][CH2:19][CH2:18][CH2:17][CH2:16][CH2:15][CH2:14][CH2:13][CH2:12][CH2:11][CH2:10][CH2:9][CH2:8][CH2:7][CH2:6][CH2:5][CH2:4][CH3:3], predict the reactants needed to synthesize it. The reactants are: [Mg].Br[CH2:3][CH2:4][CH2:5][CH2:6][CH2:7][CH2:8][CH2:9][CH2:10][CH2:11][CH2:12][CH2:13][CH2:14][CH2:15][CH2:16][CH2:17][CH2:18][CH2:19][CH3:20].C([O:23][CH2:24][CH3:25])=O.Cl. (7) The reactants are: [CH3:1][C:2]([C:4]1[CH:9]=[CH:8][C:7]([O:10][CH3:11])=[CH:6][CH:5]=1)=[O:3].[Cl:12][C:13]1[C:17]([Cl:18])=[C:16]([C:19](OC)=[O:20])[S:15][N:14]=1.C[O-].[Na+].Cl. Given the product [Cl:12][C:13]1[C:17]([Cl:18])=[C:16]([C:19](=[O:20])[CH2:1][C:2]([C:4]2[CH:9]=[CH:8][C:7]([O:10][CH3:11])=[CH:6][CH:5]=2)=[O:3])[S:15][N:14]=1, predict the reactants needed to synthesize it. (8) Given the product [CH2:15]([NH:18][C:2]1[N:3]=[C:4]([NH:12][CH2:13][CH3:14])[C:5]2[S:10][CH:9]=[C:8]([CH3:11])[C:6]=2[N:7]=1)[CH:16]=[CH2:17], predict the reactants needed to synthesize it. The reactants are: Cl[C:2]1[N:3]=[C:4]([NH:12][CH2:13][CH3:14])[C:5]2[S:10][CH:9]=[C:8]([CH3:11])[C:6]=2[N:7]=1.[CH2:15]([NH2:18])[CH:16]=[CH2:17].C(=O)([O-])O.[Na+]. (9) Given the product [C:24]([OH:27])(=[O:26])[CH3:25].[C:24]([NH:1][C:2]1[CH:23]=[CH:22][CH:21]=[CH:20][C:3]=1[CH2:4][N:5]([CH3:19])[C:6](=[O:18])[CH2:7][CH2:8][CH2:9][S:10][C:11]1[CH:16]=[CH:15][C:14]([OH:17])=[CH:13][CH:12]=1)(=[O:26])[CH3:25], predict the reactants needed to synthesize it. The reactants are: [NH2:1][C:2]1[CH:23]=[CH:22][CH:21]=[CH:20][C:3]=1[CH2:4][N:5]([CH3:19])[C:6](=[O:18])[CH2:7][CH2:8][CH2:9][S:10][C:11]1[CH:16]=[CH:15][C:14]([OH:17])=[CH:13][CH:12]=1.[C:24]([O:27]C(=O)C)(=[O:26])[CH3:25].N1C=CC=CC=1.